This data is from Forward reaction prediction with 1.9M reactions from USPTO patents (1976-2016). The task is: Predict the product of the given reaction. (1) Given the reactants [CH3:1][C:2]1[N:3]=[C:4]([NH:7][C:8]([C:10]2[CH:15]=[C:14](B3OC(C)(C)C(C)(C)O3)[CH:13]=[C:12]([CH3:25])[N:11]=2)=[O:9])[S:5][CH:6]=1.[F:26][C:27]1[CH:32]=[C:31](Br)[CH:30]=[CH:29][N:28]=1, predict the reaction product. The product is: [CH3:1][C:2]1[N:3]=[C:4]([NH:7][C:8]([C:10]2[CH:15]=[C:14]([C:31]3[CH:30]=[CH:29][N:28]=[C:27]([F:26])[CH:32]=3)[CH:13]=[C:12]([CH3:25])[N:11]=2)=[O:9])[S:5][CH:6]=1. (2) Given the reactants CC(OI1(OC(C)=O)(OC(C)=O)OC(=O)C2C=CC=CC1=2)=O.[C:23]([O:27][C:28]([N:30]1[CH2:35][CH:34]2[CH:32]([CH2:33]2)[CH:31]1[CH2:36][OH:37])=[O:29])([CH3:26])([CH3:25])[CH3:24].C([O-])(O)=O.[Na+].[O-]S([O-])(=S)=O.[Na+].[Na+], predict the reaction product. The product is: [C:23]([O:27][C:28]([N:30]1[CH2:35][CH:34]2[CH:32]([CH2:33]2)[CH:31]1[CH:36]=[O:37])=[O:29])([CH3:26])([CH3:25])[CH3:24]. (3) Given the reactants C(OC([N:8]1[CH2:16][C:15]2[C:10](=[CH:11][CH:12]=[C:13]([NH2:17])[CH:14]=2)[CH2:9]1)=O)(C)(C)C.[CH2:18]([C:22]1[CH:27]=[CH:26][C:25]([S:28]([Cl:31])(=[O:30])=[O:29])=[CH:24][CH:23]=1)[CH2:19][CH2:20][CH3:21], predict the reaction product. The product is: [ClH:31].[CH2:18]([C:22]1[CH:27]=[CH:26][C:25]([S:28]([NH:17][C:13]2[CH:14]=[C:15]3[C:10](=[CH:11][CH:12]=2)[CH2:9][NH:8][CH2:16]3)(=[O:30])=[O:29])=[CH:24][CH:23]=1)[CH2:19][CH2:20][CH3:21]. (4) Given the reactants C([O:4][CH2:5][C:6]1[C:7]([N:30]2[CH2:42][CH2:41][N:33]3[C:34]4[CH2:35][CH2:36][CH2:37][CH2:38][C:39]=4[CH:40]=[C:32]3[C:31]2=[O:43])=[N:8][CH:9]=[CH:10][C:11]=1[C:12]1[CH:17]=[C:16]([NH:18][C:19]2[CH:27]=[C:22]3[CH2:23][NH:24][CH2:25][CH2:26][N:21]3[N:20]=2)[C:15](=[O:28])[N:14]([CH3:29])[CH:13]=1)(=O)C.[OH-].[Li+], predict the reaction product. The product is: [OH:4][CH2:5][C:6]1[C:7]([N:30]2[CH2:42][CH2:41][N:33]3[C:34]4[CH2:35][CH2:36][CH2:37][CH2:38][C:39]=4[CH:40]=[C:32]3[C:31]2=[O:43])=[N:8][CH:9]=[CH:10][C:11]=1[C:12]1[CH:17]=[C:16]([NH:18][C:19]2[CH:27]=[C:22]3[CH2:23][NH:24][CH2:25][CH2:26][N:21]3[N:20]=2)[C:15](=[O:28])[N:14]([CH3:29])[CH:13]=1. (5) Given the reactants [Cl:1][C:2]1[CH:3]=[CH:4][C:5]([O:27][CH2:28][CH:29]([CH3:31])[CH3:30])=[C:6]([CH2:8][N:9]2[C:13]([CH3:14])=[CH:12][C:11]([C:15]([O:17]N3C4C=CC=CC=4N=N3)=O)=[N:10]2)[CH:7]=1.[NH2:32][C:33]1[CH:38]=[CH:37][C:36]([CH2:39][OH:40])=[CH:35][C:34]=1[O:41][CH3:42], predict the reaction product. The product is: [Cl:1][C:2]1[CH:3]=[CH:4][C:5]([O:27][CH2:28][CH:29]([CH3:30])[CH3:31])=[C:6]([CH2:8][N:9]2[C:13]([CH3:14])=[CH:12][C:11]([C:15]([NH:32][C:33]3[CH:38]=[CH:37][C:36]([CH2:39][OH:40])=[CH:35][C:34]=3[O:41][CH3:42])=[O:17])=[N:10]2)[CH:7]=1. (6) Given the reactants [Cl:1][C:2]1[C:7]2[CH:8]=[CH:9][NH:10][C:6]=2[CH:5]=[C:4]([Cl:11])[N:3]=1.[H-].[Na+].I[CH3:15], predict the reaction product. The product is: [Cl:1][C:2]1[C:7]2[CH:8]=[CH:9][N:10]([CH3:15])[C:6]=2[CH:5]=[C:4]([Cl:11])[N:3]=1.